From a dataset of Reaction yield outcomes from USPTO patents with 853,638 reactions. Predict the reaction yield, written as a fraction of the theoretical maximum amount of product (1.0 means a 100% yield; for example, 0.34 means a 34% yield). (1) The reactants are [CH2:1]([N:8]1[N:12]=[N:11][C:10]([C:13]([CH3:20])([CH3:19])[C:14](OCC)=[O:15])=[N:9]1)[C:2]1[CH:7]=[CH:6][CH:5]=[CH:4][CH:3]=1.CC(C[AlH]CC(C)C)C.Cl.[NH4+].[Cl-]. The catalyst is ClCCl. The product is [CH2:1]([N:8]1[N:12]=[N:11][C:10]([C:13]([CH3:20])([CH3:19])[CH:14]=[O:15])=[N:9]1)[C:2]1[CH:3]=[CH:4][CH:5]=[CH:6][CH:7]=1. The yield is 0.670. (2) The reactants are [Cl:1][C:2]1[N:3]=[C:4](Cl)[C:5]2[CH2:10][CH2:9][CH:8]([C:11]3[CH:16]=[CH:15][C:14]([O:17][C:18]([F:21])([F:20])[F:19])=[CH:13][CH:12]=3)[C:6]=2[N:7]=1.[NH:23]1[CH2:26][CH2:25][CH2:24]1. The catalyst is CO. The product is [N:23]1([C:4]2[C:5]3[CH2:10][CH2:9][CH:8]([C:11]4[CH:16]=[CH:15][C:14]([O:17][C:18]([F:21])([F:20])[F:19])=[CH:13][CH:12]=4)[C:6]=3[N:7]=[C:2]([Cl:1])[N:3]=2)[CH2:26][CH2:25][CH2:24]1. The yield is 0.900. (3) The reactants are [O:1]=[C:2]1[NH:11][C:10](=[O:12])[C:9]2[CH2:8][CH2:7][CH2:6][CH2:5][C:4]=2[N:3]1[CH2:13][CH2:14][CH2:15][C:16]([O:18]CC)=[O:17].[OH-].[Li+].C(O)C.Cl. The catalyst is O. The product is [O:1]=[C:2]1[NH:11][C:10](=[O:12])[C:9]2[CH2:8][CH2:7][CH2:6][CH2:5][C:4]=2[N:3]1[CH2:13][CH2:14][CH2:15][C:16]([OH:18])=[O:17]. The yield is 0.790. (4) The reactants are [Cl:1][C:2]1[CH:33]=[CH:32][C:5]([O:6][C:7]2[CH:12]=[CH:11][C:10]([N:13]3[C@@H:17]([C:18]4[CH:23]=[CH:22][CH:21]=[C:20]([C:24]([F:27])([F:26])[F:25])[CH:19]=4)[CH2:16][C@H:15]([CH2:28][CH:29]=[CH2:30])[C:14]3=[O:31])=[CH:9][CH:8]=2)=[CH:4][CH:3]=1.B1C2CCCC1CCC2.[OH-:43].[Na+].OO. The catalyst is C1COCC1.C(OCC)(=O)C. The product is [Cl:1][C:2]1[CH:3]=[CH:4][C:5]([O:6][C:7]2[CH:12]=[CH:11][C:10]([N:13]3[C@@H:17]([C:18]4[CH:23]=[CH:22][CH:21]=[C:20]([C:24]([F:25])([F:26])[F:27])[CH:19]=4)[CH2:16][C@H:15]([CH2:28][CH2:29][CH2:30][OH:43])[C:14]3=[O:31])=[CH:9][CH:8]=2)=[CH:32][CH:33]=1. The yield is 1.00. (5) The yield is 0.950. The catalyst is O1CCCC1. The reactants are [C:1]([C:3]1[CH:4]=[C:5]([CH:9]=[CH:10][C:11]=1[O:12][CH:13]([CH3:15])[CH3:14])[C:6](O)=[O:7])#[N:2].C(N1C=CN=C1)(N1C=CN=C1)=O.O.[NH2:29][NH2:30]. The product is [C:1]([C:3]1[CH:4]=[C:5]([CH:9]=[CH:10][C:11]=1[O:12][CH:13]([CH3:15])[CH3:14])[C:6]([NH:29][NH2:30])=[O:7])#[N:2]. (6) The yield is 0.840. The catalyst is CN(C=O)C. The reactants are C([O-])([O-])=O.[Cs+].[Cs+].Cl[C:8]1[CH:13]=[CH:12][N:11]=[C:10]2[CH:14]=[C:15]([C:17]([N:19]3[CH2:23][CH2:22][C@@H:21]([O:24][CH3:25])[CH2:20]3)=[O:18])[S:16][C:9]=12.[CH3:26][C:27]1[NH:28][C:29]2[C:34]([CH:35]=1)=[CH:33][C:32]([OH:36])=[CH:31][CH:30]=2. The product is [CH3:25][O:24][C@@H:21]1[CH2:22][CH2:23][N:19]([C:17]([C:15]2[S:16][C:9]3[C:10](=[N:11][CH:12]=[CH:13][C:8]=3[O:36][C:32]3[CH:33]=[C:34]4[C:29](=[CH:30][CH:31]=3)[NH:28][C:27]([CH3:26])=[CH:35]4)[CH:14]=2)=[O:18])[CH2:20]1.